From a dataset of CYP3A4 inhibition data for predicting drug metabolism from PubChem BioAssay. Regression/Classification. Given a drug SMILES string, predict its absorption, distribution, metabolism, or excretion properties. Task type varies by dataset: regression for continuous measurements (e.g., permeability, clearance, half-life) or binary classification for categorical outcomes (e.g., BBB penetration, CYP inhibition). Dataset: cyp3a4_veith. (1) The molecule is O=c1cnc2cnc(Oc3ccccc3)nc2n1C[C@H]1CCCO1. The result is 0 (non-inhibitor). (2) The result is 0 (non-inhibitor). The drug is O=C(Cn1cnc2cc(Cl)ccc2c1=O)Nc1ccc2c(c1)OCO2.